From a dataset of Reaction yield outcomes from USPTO patents with 853,638 reactions. Predict the reaction yield, written as a fraction of the theoretical maximum amount of product (1.0 means a 100% yield; for example, 0.34 means a 34% yield). (1) The reactants are [C:1]([O:5][C:6]([N:8]1[CH2:12][CH2:11][C@@H:10]([N:13]2[CH2:19][C:18]3[CH:20]=[CH:21][C:22]([Cl:24])=[CH:23][C:17]=3[NH:16][C:15](=[O:25])[CH2:14]2)[CH2:9]1)=[O:7])([CH3:4])([CH3:3])[CH3:2].[H-].[Na+].[CH2:28](I)[CH3:29]. The catalyst is C1COCC1. The product is [C:1]([O:5][C:6]([N:8]1[CH2:12][CH2:11][C@@H:10]([N:13]2[CH2:19][C:18]3[CH:20]=[CH:21][C:22]([Cl:24])=[CH:23][C:17]=3[N:16]([CH2:28][CH3:29])[C:15](=[O:25])[CH2:14]2)[CH2:9]1)=[O:7])([CH3:4])([CH3:2])[CH3:3]. The yield is 0.470. (2) The reactants are [CH3:1][O:2][C:3]1[C:8]2[N:9]=[C:10]([NH:12][C:13](=[O:20])[C:14]3[CH:19]=[CH:18][CH:17]=[CH:16][CH:15]=3)[S:11][C:7]=2[C:6]([N:21]2[CH2:26][CH2:25][S:24][CH2:23][CH2:22]2)=[CH:5][CH:4]=1.I([O-])(=O)(=O)=[O:28].[Na+].O.ClCCl. The catalyst is O1CCOCC1. The product is [CH3:1][O:2][C:3]1[C:8]2[N:9]=[C:10]([NH:12][C:13](=[O:20])[C:14]3[CH:19]=[CH:18][CH:17]=[CH:16][CH:15]=3)[S:11][C:7]=2[C:6]([N:21]2[CH2:22][CH2:23][S:24](=[O:28])[CH2:25][CH2:26]2)=[CH:5][CH:4]=1. The yield is 0.210.